From a dataset of HIV replication inhibition screening data with 41,000+ compounds from the AIDS Antiviral Screen. Binary Classification. Given a drug SMILES string, predict its activity (active/inactive) in a high-throughput screening assay against a specified biological target. (1) The drug is ClCCC[Si]12OCCN(CCO1)CCO2. The result is 0 (inactive). (2) The drug is CN1CN(C)N(C(=O)c2ccccc2)CN1C(=O)c1ccccc1. The result is 0 (inactive). (3) The molecule is CC(=NO)c1sc(-c2nc(C)c(C(C)=NO)s2)nc1C. The result is 0 (inactive). (4) The molecule is CC(=O)Nc1ccccc1-c1ccccc1NC(C)=O. The result is 0 (inactive). (5) The molecule is O=C1Nc2cc([N+](=O)[O-])ccc2NC1=CC(=O)c1ccc([N+](=O)[O-])cc1. The result is 0 (inactive).